This data is from Reaction yield outcomes from USPTO patents with 853,638 reactions. The task is: Predict the reaction yield, written as a fraction of the theoretical maximum amount of product (1.0 means a 100% yield; for example, 0.34 means a 34% yield). (1) The reactants are [CH3:1][O:2][C:3]1[CH:4]=[C:5]([CH2:9][CH2:10][CH2:11][C:12]([O:14][CH2:15][CH3:16])=[O:13])[CH:6]=[CH:7][CH:8]=1.[C:17]1([CH2:23][CH2:24][CH2:25]I)[CH:22]=[CH:21][CH:20]=[CH:19][CH:18]=1. No catalyst specified. The product is [CH3:1][O:2][C:3]1[CH:4]=[C:5]([CH2:9][CH2:10][CH:11]([CH2:25][CH2:24][CH2:23][C:17]2[CH:22]=[CH:21][CH:20]=[CH:19][CH:18]=2)[C:12]([O:14][CH2:15][CH3:16])=[O:13])[CH:6]=[CH:7][CH:8]=1. The yield is 0.640. (2) The reactants are CN1[CH2:6][CH2:5][N:4]([C:7]2N(C)C=CN=2)[C:3]1=[O:13].[O-]P([O-])([O-])=O.[K+].[K+].[K+].I[C:23]1[CH:24]=[C:25]([CH3:30])[CH:26]=C(C)[CH:28]=1.CNC=O.CCCCCCCCCCCC. The catalyst is C(OCC)(=O)C.[Cu]I.C1(C)C=CC=CC=1. The product is [CH3:30][C:25]1[CH:26]=[C:5]([N:4]([CH3:7])[CH:3]=[O:13])[CH:6]=[C:23]([CH3:28])[CH:24]=1. The yield is 0.540. (3) The reactants are [F:1][C:2]1[CH:9]=[CH:8][C:7]([O:10][CH3:11])=[CH:6][C:3]=1[CH:4]=O.[CH3:12][NH:13][CH3:14].C([BH3-])#N.[Na+].C(O)(=O)C. The catalyst is CO. The product is [F:1][C:2]1[CH:9]=[CH:8][C:7]([O:10][CH3:11])=[CH:6][C:3]=1[CH2:4][N:13]([CH3:14])[CH3:12]. The yield is 0.970. (4) The reactants are [OH:1][C:2]1[CH:3]=[N:4][CH:5]=[CH:6][C:7]=1[NH2:8].[NH2:9][C:10]1[CH:18]=[CH:17][CH:16]=[CH:15][C:11]=1[C:12](O)=O. No catalyst specified. The product is [N:8]1[C:7]2[CH:6]=[CH:5][N:4]=[CH:3][C:2]=2[O:1][C:12]=1[C:11]1[CH:15]=[CH:16][CH:17]=[CH:18][C:10]=1[NH2:9]. The yield is 0.310. (5) The reactants are I[C:2]1[CH:22]=[CH:21][C:5]2[N:6]([CH3:20])[C:7](=[O:19])[CH2:8][N:9]=[C:10]([C:11]3[CH:12]=[C:13]([CH:16]=[CH:17][CH:18]=3)[C:14]#[N:15])[C:4]=2[CH:3]=1.[Cl:23][C:24]1[CH:25]=[CH:26][C:27]([O:33][CH3:34])=[C:28](B(O)O)[CH:29]=1. No catalyst specified. The product is [Cl:23][C:24]1[CH:29]=[CH:28][C:27]([O:33][CH3:34])=[C:26]([C:2]2[CH:22]=[CH:21][C:5]3[N:6]([CH3:20])[C:7](=[O:19])[CH2:8][N:9]=[C:10]([C:11]4[CH:12]=[C:13]([CH:16]=[CH:17][CH:18]=4)[C:14]#[N:15])[C:4]=3[CH:3]=2)[CH:25]=1. The yield is 0.550. (6) The reactants are C[O:2][C:3](=[O:39])[CH2:4][N:5]([C:7](=[O:38])[C:8]1[CH:13]=[C:12]([Cl:14])[C:11]([O:15][C:16]2[CH:21]=[CH:20][N:19]=[CH:18][C:17]=2[C:22]([N:24]2[C:33]3[C:28](=[CH:29][CH:30]=[CH:31][CH:32]=3)[N:27]([CH:34]3[CH2:36][CH2:35]3)[CH2:26][CH2:25]2)=[O:23])=[CH:10][C:9]=1[Cl:37])[CH3:6].O.[OH-].[Li+]. The catalyst is O1CCOCC1.O. The product is [Cl:37][C:9]1[CH:10]=[C:11]([O:15][C:16]2[CH:21]=[CH:20][N:19]=[CH:18][C:17]=2[C:22]([N:24]2[C:33]3[C:28](=[CH:29][CH:30]=[CH:31][CH:32]=3)[N:27]([CH:34]3[CH2:35][CH2:36]3)[CH2:26][CH2:25]2)=[O:23])[C:12]([Cl:14])=[CH:13][C:8]=1[C:7]([N:5]([CH2:4][C:3]([OH:39])=[O:2])[CH3:6])=[O:38]. The yield is 0.950. (7) The reactants are [CH2:1]([N:8]1[C:16]2[C:11](=[CH:12][C:13]([C:17]3[CH:22]=[CH:21][C:20]([O:23][C:24]([F:27])([F:26])[F:25])=[CH:19][CH:18]=3)=[CH:14][CH:15]=2)[C:10]([C:28](=[O:40])[C:29]([NH:31][CH2:32][C:33]([O:35]C(C)(C)C)=[O:34])=[O:30])=[CH:9]1)[C:2]1[CH:7]=[CH:6][CH:5]=[CH:4][CH:3]=1.FC(F)(F)C(O)=O. The catalyst is C(Cl)Cl. The product is [CH2:1]([N:8]1[C:16]2[C:11](=[CH:12][C:13]([C:17]3[CH:18]=[CH:19][C:20]([O:23][C:24]([F:25])([F:26])[F:27])=[CH:21][CH:22]=3)=[CH:14][CH:15]=2)[C:10]([C:28](=[O:40])[C:29]([NH:31][CH2:32][C:33]([OH:35])=[O:34])=[O:30])=[CH:9]1)[C:2]1[CH:3]=[CH:4][CH:5]=[CH:6][CH:7]=1. The yield is 0.770. (8) The reactants are [CH3:1][C:2]1([CH3:24])[O:6][C@H:5]2[C@H:7]([N:15]3[CH:23]=[N:22][C:21]4[C:16]3=[N:17][CH:18]=[N:19][CH:20]=4)[O:8][C@H:9]([CH2:10][NH:11][CH:12]([CH3:14])[CH3:13])[C@H:4]2[O:3]1.O=[CH:26][CH2:27][CH2:28][CH2:29][C:30]([O:32][CH2:33][CH3:34])=[O:31].[BH-](OC(C)=O)(OC(C)=O)OC(C)=O.[Na+]. The catalyst is ClCCCl. The product is [CH3:24][C:2]1([CH3:1])[O:6][C@H:5]2[C@H:7]([N:15]3[CH:23]=[N:22][C:21]4[C:16]3=[N:17][CH:18]=[N:19][CH:20]=4)[O:8][C@H:9]([CH2:10][N:11]([CH:12]([CH3:14])[CH3:13])[CH2:26][CH2:27][CH2:28][CH2:29][C:30]([O:32][CH2:33][CH3:34])=[O:31])[C@H:4]2[O:3]1. The yield is 0.520. (9) The reactants are [NH:1]1[C:9]2[C:4](=[CH:5][CH:6]=[CH:7][CH:8]=2)[CH:3]=[CH:2]1.[H-].[Na+].Br[CH2:13][C:14]#[N:15]. The catalyst is CN(C)C=O.C(OCC)(=O)C. The product is [N:1]1([CH2:13][C:14]#[N:15])[C:9]2[C:4](=[CH:5][CH:6]=[CH:7][CH:8]=2)[CH:3]=[CH:2]1. The yield is 0.270. (10) The reactants are [NH2:1][C:2]1[CH:6]=[CH:5][S:4][C:3]=1C(OC)=O.[OH-].[Na+].Cl.[C:14]([OH:19])(=[O:18])[C:15]([OH:17])=[O:16]. The catalyst is CCOCC. The product is [C:14]([OH:19])(=[O:18])[C:15]([OH:17])=[O:16].[NH2:1][C:2]1[CH:6]=[CH:5][S:4][CH:3]=1. The yield is 0.700.